This data is from Full USPTO retrosynthesis dataset with 1.9M reactions from patents (1976-2016). The task is: Predict the reactants needed to synthesize the given product. Given the product [F:1][C:2]1[CH:3]=[CH:4][C:5]([O:12][CH:13]([CH2:15][CH:16]=[CH2:17])[CH3:14])=[C:6]([CH2:7][OH:8])[CH:11]=1, predict the reactants needed to synthesize it. The reactants are: [F:1][C:2]1[CH:3]=[CH:4][C:5]([O:12][CH:13]([CH2:15][CH:16]=[CH2:17])[CH3:14])=[C:6]([CH:11]=1)[C:7](OC)=[O:8].[H-].[Al+3].[Li+].[H-].[H-].[H-].